From a dataset of Forward reaction prediction with 1.9M reactions from USPTO patents (1976-2016). Predict the product of the given reaction. (1) Given the reactants C[Si]([N-][Si](C)(C)C)(C)C.[K+].[CH2:11]([N:18]1[CH2:23][CH2:22][O:21][CH:20]([C:24]([C:26]2[CH:31]=[CH:30][CH:29]=[CH:28][CH:27]=2)=O)[CH2:19]1)[C:12]1[CH:17]=[CH:16][CH:15]=[CH:14][CH:13]=1, predict the reaction product. The product is: [CH2:11]([N:18]1[CH2:23][CH2:22][O:21][CH:20]([C:24]([C:26]2[CH:31]=[CH:30][CH:29]=[CH:28][CH:27]=2)=[CH:11][C:12]2[CH:17]=[CH:16][CH:15]=[CH:14][CH:13]=2)[CH2:19]1)[C:12]1[CH:17]=[CH:16][CH:15]=[CH:14][CH:13]=1. (2) Given the reactants Cl[CH2:2][C@@H:3]([C:5]1[CH:6]=[N:7][C:8]([Cl:12])=[C:9]([Cl:11])[CH:10]=1)[OH:4].C(=O)(O)[O-].[Na+], predict the reaction product. The product is: [Cl:12][C:8]1[C:9]([Cl:11])=[CH:10][C:5]([C@@H:3]2[CH2:2][O:4]2)=[CH:6][N:7]=1. (3) Given the reactants Cl[C:2]1[C:3]([NH:12][C:13]2[CH2:18][CH2:17][CH2:16][C:15](=[O:19])[CH:14]=2)=[N:4][CH:5]=[C:6]([C:8]([F:11])([F:10])[F:9])[CH:7]=1.P([O-])([O-])([O-])=O.[K+].[K+].[K+].C1(C)C=CC=CC=1.Cl, predict the reaction product. The product is: [F:9][C:8]([F:11])([F:10])[C:6]1[CH:5]=[N:4][C:3]2[NH:12][C:13]3[CH2:18][CH2:17][CH2:16][C:15](=[O:19])[C:14]=3[C:2]=2[CH:7]=1. (4) Given the reactants [CH2:1]([O:3][C:4](=[O:12])[CH2:5][C:6](=[O:11])[C:7]([F:10])([F:9])[F:8])[CH3:2].[Br:13]Br, predict the reaction product. The product is: [CH2:1]([O:3][C:4](=[O:12])[CH:5]([Br:13])[C:6](=[O:11])[C:7]([F:10])([F:8])[F:9])[CH3:2]. (5) Given the reactants [Br:1][C:2]1[S:6][C:5]([Cl:7])=[C:4]([CH2:8][C:9]2[CH:14]=[CH:13][C:12]([OH:15])=[CH:11][CH:10]=2)[CH:3]=1.[CH:16]1[CH:21]=CC(P(C2C=CC=CC=2)C2C=CC=CC=2)=C[CH:17]=1.CC(OC(/N=N/C(OC(C)C)=O)=O)C.CC(O)C, predict the reaction product. The product is: [Br:1][C:2]1[S:6][C:5]([Cl:7])=[C:4]([CH2:8][C:9]2[CH:14]=[CH:13][C:12]([O:15][CH:16]([CH3:21])[CH3:17])=[CH:11][CH:10]=2)[CH:3]=1. (6) Given the reactants [NH2:1][C:2]1[N:7]=[CH:6][C:5]([CH:8]=[O:9])=[CH:4][N:3]=1.[BH4-].[Na+], predict the reaction product. The product is: [NH2:1][C:2]1[N:7]=[CH:6][C:5]([CH2:8][OH:9])=[CH:4][N:3]=1.